The task is: Predict which catalyst facilitates the given reaction.. This data is from Catalyst prediction with 721,799 reactions and 888 catalyst types from USPTO. (1) The catalyst class is: 26. Product: [CH3:22][C:6]1[CH:5]=[CH:4][C:3]([NH:2][CH2:28][C:27]2[CH:30]=[CH:31][CH:32]=[C:25]([C:24]([F:23])([F:33])[F:34])[CH:26]=2)=[CH:8][C:7]=1[NH:9][C:10]([C:12]1[CH:13]=[C:14]2[C:19](=[CH:20][CH:21]=1)[N:18]=[CH:17][CH:16]=[N:15]2)=[O:11]. Reactant: Cl.[NH2:2][C:3]1[CH:4]=[CH:5][C:6]([CH3:22])=[C:7]([NH:9][C:10]([C:12]2[CH:13]=[C:14]3[C:19](=[CH:20][CH:21]=2)[N:18]=[CH:17][CH:16]=[N:15]3)=[O:11])[CH:8]=1.[F:23][C:24]([F:34])([F:33])[C:25]1[CH:26]=[C:27]([CH:30]=[CH:31][CH:32]=1)[CH:28]=O.C(O[BH-](OC(=O)C)OC(=O)C)(=O)C.[Na+]. (2) Reactant: [OH:1][CH2:2][C:3]([NH:10][C:11]([C:13]1[S:14][C:15]([Cl:18])=[CH:16][CH:17]=1)=[O:12])([CH2:7][O:8][CH3:9])[CH2:4][O:5][CH3:6].C(=O)([O-])[OH:20].[Na+].Cl[O-].[Na+]. Product: [Cl:18][C:15]1[S:14][C:13]([C:11]([NH:10][C:3]([CH2:4][O:5][CH3:6])([CH2:7][O:8][CH3:9])[C:2]([OH:20])=[O:1])=[O:12])=[CH:17][CH:16]=1. The catalyst class is: 6. (3) Reactant: [CH:1]1([CH2:6][C@H:7]([CH2:24][N:25]([CH:34]=[O:35])[O:26]CC2C=CC=CC=2)[C:8]([N:10]2[C@H:14]([C:15]([NH:17][C:18]3[CH:23]=[CH:22][N:21]=[CH:20][N:19]=3)=[O:16])[CH2:13][CH:12]=[N:11]2)=[O:9])[CH2:5][CH2:4][CH2:3][CH2:2]1. Product: [CH:1]1([CH2:6][C@H:7]([CH2:24][N:25]([CH:34]=[O:35])[OH:26])[C:8]([N:10]2[C@H:14]([C:15]([NH:17][C:18]3[CH:23]=[CH:22][N:21]=[CH:20][N:19]=3)=[O:16])[CH2:13][CH:12]=[N:11]2)=[O:9])[CH2:2][CH2:3][CH2:4][CH2:5]1. The catalyst class is: 563. (4) Reactant: [CH2:1]([O:19][C@H:20]([CH2:24][O:25][CH2:26][CH2:27][CH2:28][CH2:29][CH2:30][CH2:31][CH2:32][CH2:33][CH2:34][CH2:35][CH2:36][CH2:37][CH2:38][CH2:39][CH2:40][CH2:41][CH2:42][CH3:43])[CH2:21][C:22]#[N:23])[CH2:2][CH2:3][CH2:4][CH2:5][CH2:6][CH2:7][CH2:8][CH2:9][CH2:10][CH2:11][CH2:12][CH2:13][CH2:14][CH2:15][CH2:16][CH2:17][CH3:18].CO.Cl.C(=O)(O)[O-].[Na+]. Product: [CH2:1]([O:19][C@H:20]([CH2:24][O:25][CH2:26][CH2:27][CH2:28][CH2:29][CH2:30][CH2:31][CH2:32][CH2:33][CH2:34][CH2:35][CH2:36][CH2:37][CH2:38][CH2:39][CH2:40][CH2:41][CH2:42][CH3:43])[CH2:21][CH2:22][NH2:23])[CH2:2][CH2:3][CH2:4][CH2:5][CH2:6][CH2:7][CH2:8][CH2:9][CH2:10][CH2:11][CH2:12][CH2:13][CH2:14][CH2:15][CH2:16][CH2:17][CH3:18]. The catalyst class is: 217. (5) Reactant: [C:1]([C:4]1[C:5]([O:18][CH2:19][CH3:20])=[C:6]([CH:12]2[CH2:16][O:15][C:14](=[O:17])[NH:13]2)[C:7]([F:11])=[C:8]([Cl:10])[CH:9]=1)(=[O:3])[CH3:2].[BH4-].[Na+]. Product: [Cl:10][C:8]1[C:7]([F:11])=[C:6]([CH:12]2[CH2:16][O:15][C:14](=[O:17])[NH:13]2)[C:5]([O:18][CH2:19][CH3:20])=[C:4]([CH:1]([OH:3])[CH3:2])[CH:9]=1. The catalyst class is: 5. (6) Reactant: C([O:4][CH2:5][C:6]1[N:11]([C:12]2[CH:13]=[C:14]([CH:19]=[CH:20][C:21]=2[CH3:22])[C:15]([O:17][CH3:18])=[O:16])[C:10](=[O:23])[C:9]([Br:24])=[C:8]([O:25][CH2:26][C:27]2[CH:32]=[CH:31][C:30]([F:33])=[CH:29][C:28]=2[F:34])[CH:7]=1)(=O)C.C(=O)([O-])[O-].[K+].[K+].O. Product: [CH3:18][O:17][C:15](=[O:16])[C:14]1[CH:19]=[CH:20][C:21]([CH3:22])=[C:12]([N:11]2[C:6]([CH2:5][OH:4])=[CH:7][C:8]([O:25][CH2:26][C:27]3[CH:32]=[CH:31][C:30]([F:33])=[CH:29][C:28]=3[F:34])=[C:9]([Br:24])[C:10]2=[O:23])[CH:13]=1. The catalyst class is: 5. (7) Reactant: [Br:1][C:2]1[CH:7]=[CH:6][C:5]([CH2:8][CH2:9][N:10]2[C:14]([CH3:15])=[CH:13][CH:12]=[C:11]2[C:16]2[CH:21]=[CH:20][C:19]([OH:22])=[CH:18][CH:17]=2)=[CH:4][CH:3]=1.O[C@@H:24]([CH2:30][C:31]1[CH:36]=[CH:35][CH:34]=[CH:33][CH:32]=1)[C:25]([O:27][CH2:28][CH3:29])=[O:26].C1(P(C2C=CC=CC=2)C2C=CC=CC=2)C=CC=CC=1.N(C(OCC)=O)=NC(OCC)=O. Product: [Br:1][C:2]1[CH:3]=[CH:4][C:5]([CH2:8][CH2:9][N:10]2[C:14]([CH3:15])=[CH:13][CH:12]=[C:11]2[C:16]2[CH:17]=[CH:18][C:19]([O:22][C@H:24]([CH2:30][C:31]3[CH:32]=[CH:33][CH:34]=[CH:35][CH:36]=3)[C:25]([O:27][CH2:28][CH3:29])=[O:26])=[CH:20][CH:21]=2)=[CH:6][CH:7]=1. The catalyst class is: 11. (8) Reactant: [CH2:1]([O:8][C:9]1[CH:14]=[C:13]([N:15]([CH2:21][CH2:22][CH2:23][CH3:24])[CH2:16][CH2:17][CH2:18][CH2:19][OH:20])[CH:12]=[CH:11][C:10]=1[CH:25]=[CH:26][C:27]1[S:31][C:30]([CH:32]=O)=[CH:29][CH:28]=1)[C:2]1[CH:7]=[CH:6][CH:5]=[CH:4][CH:3]=1.[C:34]([C:36]1[C:37](=[C:47]([C:50]#[N:51])[C:48]#[N:49])[O:38][C:39]([CH3:46])([C:42]([F:45])([F:44])[F:43])[C:40]=1[CH3:41])#[N:35]. Product: [CH2:1]([O:8][C:9]1[CH:14]=[C:13]([N:15]([CH2:21][CH2:22][CH2:23][CH3:24])[CH2:16][CH2:17][CH2:18][CH2:19][OH:20])[CH:12]=[CH:11][C:10]=1[CH:25]=[CH:26][C:27]1[S:31][C:30]([CH:32]=[CH:41][C:40]2[C:39]([CH3:46])([C:42]([F:45])([F:43])[F:44])[O:38][C:37](=[C:47]([C:48]#[N:49])[C:50]#[N:51])[C:36]=2[C:34]#[N:35])=[CH:29][CH:28]=1)[C:2]1[CH:3]=[CH:4][CH:5]=[CH:6][CH:7]=1. The catalyst class is: 8.